From a dataset of Forward reaction prediction with 1.9M reactions from USPTO patents (1976-2016). Predict the product of the given reaction. (1) Given the reactants [NH2:1][C:2]1[N:7]=[C:6]([C:8]2[CH:15]=C(F)[C:11]([C:12]#[N:13])=[C:10](F)[CH:9]=2)[CH:5]=[C:4]([N:18]2[CH2:23][CH2:22][O:21][CH2:20][C@H:19]2[CH3:24])[N:3]=1.[CH3:25][O-:26].[Na+].[Na].[OH2:29].[NH2:30][NH2:31].[CH3:32]N(C=O)C, predict the reaction product. The product is: [NH4+:1].[OH-:21].[NH2:1][C:2]1[N:7]=[C:6]([C:8]2[CH:9]=[C:10]3[C:11]([C:12]([NH2:13])=[N:30][NH:31]3)=[C:25]([O:26][CH3:32])[CH:15]=2)[CH:5]=[C:4]([N:18]2[CH2:23][CH2:22][O:29][CH2:20][C@H:19]2[CH3:24])[N:3]=1. (2) Given the reactants C[O:2][C:3](=O)[CH2:4][C:5]1[CH:10]=[CH:9][C:8]([Cl:11])=[C:7]([Cl:12])[CH:6]=1.[NH2:14][NH2:15], predict the reaction product. The product is: [Cl:12][C:7]1[CH:6]=[C:5]([CH2:4][C:3]([NH:14][NH2:15])=[O:2])[CH:10]=[CH:9][C:8]=1[Cl:11].